From a dataset of Full USPTO retrosynthesis dataset with 1.9M reactions from patents (1976-2016). Predict the reactants needed to synthesize the given product. (1) Given the product [CH3:1][C@@:2]1([CH2:13][N:14]2[CH2:19][CH2:18][N:17]([CH:20]3[CH2:25][CH2:24][N:23]([CH2:26][CH:50]=[CH:49][C:46]4[CH:45]=[CH:44][C:43]([O:42][C:41]([F:40])([F:53])[F:54])=[CH:48][CH:47]=4)[CH2:22][CH2:21]3)[CH2:16][CH2:15]2)[O:6][C:5]2=[N:7][C:8]([N+:10]([O-:12])=[O:11])=[CH:9][N:4]2[CH2:3]1, predict the reactants needed to synthesize it. The reactants are: [CH3:1][C@@:2]1([CH2:13][N:14]2[CH2:19][CH2:18][N:17]([CH:20]3[CH2:25][CH2:24][N:23]([C:26](OC(C)(C)C)=O)[CH2:22][CH2:21]3)[CH2:16][CH2:15]2)[O:6][C:5]2=[N:7][C:8]([N+:10]([O-:12])=[O:11])=[CH:9][N:4]2[CH2:3]1.FC(F)(F)C(O)=O.[F:40][C:41]([F:54])([F:53])[O:42][C:43]1[CH:48]=[CH:47][C:46]([CH:49]=[CH:50]C=O)=[CH:45][CH:44]=1.C(O[BH-](OC(=O)C)OC(=O)C)(=O)C.[Na+]. (2) The reactants are: [C:1]([C@@:3]1([OH:19])[C@H:7]([OH:8])[C@@H:6]([CH2:9][OH:10])[O:5][C@H:4]1[N:11]1[CH:16]=[CH:15][C:14](=[O:17])[NH:13][C:12]1=[O:18])#[CH:2].CN(C1C2C(N(C)C)=CC=CC=2C=CC=1)C.[P:36](Cl)(Cl)(=[O:44])[O:37][C:38]1[CH:43]=[CH:42][CH:41]=[CH:40][CH:39]=1.[NH2:47][C@@H:48]([CH3:54])[C:49]([O:51][CH2:52][CH3:53])=[O:50].C(N(CC)CC)C. Given the product [O:18]=[C:12]1[NH:13][C:14](=[O:17])[CH:15]=[CH:16][N:11]1[C@@H:4]1[O:5][C@H:6]([CH2:9][O:10][P:36]([NH:47][C@@H:48]([CH3:54])[C:49]([O:51][CH2:52][CH3:53])=[O:50])([O:37][C:38]2[CH:43]=[CH:42][CH:41]=[CH:40][CH:39]=2)=[O:44])[C@@H:7]([OH:8])[C@@:3]1([C:1]#[CH:2])[OH:19], predict the reactants needed to synthesize it.